From a dataset of Reaction yield outcomes from USPTO patents with 853,638 reactions. Predict the reaction yield, written as a fraction of the theoretical maximum amount of product (1.0 means a 100% yield; for example, 0.34 means a 34% yield). (1) The reactants are C1(P(=[CH:20][C:21]([O:23][CH3:24])=[O:22])(C2C=CC=CC=2)C2C=CC=CC=2)C=CC=CC=1.[C:25](O)(=O)C1C=CC=CC=1.[CH3:34][C:35]1([CH3:44])[O:39][C@@H:38]2[CH2:40]O[CH:42]([OH:43])[C@@H:37]2[O:36]1. The catalyst is ClCCl. The product is [OH:43][CH2:42][C@H:37]1[O:36][C:35]([CH3:34])([CH3:44])[O:39][C@H:38]1[CH:40]=[CH:20][C:21]([O:23][CH2:24][CH3:25])=[O:22]. The yield is 0.730. (2) The reactants are P([O-])([O-])([O-])=O.[K+].[K+].[K+].I[C:10]1[CH:11]=[C:12]([N:16]([CH2:45][O:46][CH2:47][CH2:48][Si:49]([CH3:52])([CH3:51])[CH3:50])[C:17]2[O:21][C:20]([C:22]([N:24]([C:33]3[CH:34]=[N:35][C:36]([N:39]4[CH2:44][CH2:43][O:42][CH2:41][CH2:40]4)=[CH:37][CH:38]=3)[CH2:25][O:26][CH2:27][CH2:28][Si:29]([CH3:32])([CH3:31])[CH3:30])=[O:23])=[N:19][N:18]=2)[CH:13]=[CH:14][CH:15]=1.[C:53]1(B(O)O)[CH:58]=[CH:57][CH:56]=[CH:55][CH:54]=1. The catalyst is CN(C=O)C.C1C=CC([P]([Pd]([P](C2C=CC=CC=2)(C2C=CC=CC=2)C2C=CC=CC=2)([P](C2C=CC=CC=2)(C2C=CC=CC=2)C2C=CC=CC=2)[P](C2C=CC=CC=2)(C2C=CC=CC=2)C2C=CC=CC=2)(C2C=CC=CC=2)C2C=CC=CC=2)=CC=1. The product is [C:10]1([C:53]2[CH:58]=[CH:57][CH:56]=[CH:55][CH:54]=2)[CH:15]=[CH:14][CH:13]=[C:12]([N:16]([CH2:45][O:46][CH2:47][CH2:48][Si:49]([CH3:52])([CH3:51])[CH3:50])[C:17]2[O:21][C:20]([C:22]([N:24]([C:33]3[CH:34]=[N:35][C:36]([N:39]4[CH2:44][CH2:43][O:42][CH2:41][CH2:40]4)=[CH:37][CH:38]=3)[CH2:25][O:26][CH2:27][CH2:28][Si:29]([CH3:32])([CH3:31])[CH3:30])=[O:23])=[N:19][N:18]=2)[CH:11]=1. The yield is 0.840.